Dataset: Full USPTO retrosynthesis dataset with 1.9M reactions from patents (1976-2016). Task: Predict the reactants needed to synthesize the given product. (1) Given the product [OH:1][N:2]([CH3:15])[C:3]([N:5]1[CH2:10][CH2:9][CH:8]([C:11]([OH:13])=[O:12])[CH2:7][CH2:6]1)=[O:4], predict the reactants needed to synthesize it. The reactants are: [OH:1][N:2]([CH3:15])[C:3]([N:5]1[CH2:10][CH2:9][CH:8]([C:11]([O:13]C)=[O:12])[CH2:7][CH2:6]1)=[O:4].O.[OH-].[Li+]. (2) Given the product [Cl:9][CH2:10][CH:11]1[C:19]2[C:18]3[CH:20]=[CH:21][C:22]([S:24]([NH:2][OH:3])(=[O:26])=[O:25])=[CH:23][C:17]=3[C:16]([N+:28]([O-:30])=[O:29])=[CH:15][C:14]=2[NH:13][CH2:12]1, predict the reactants needed to synthesize it. The reactants are: Cl.[NH2:2][OH:3].C([O-])(O)=O.[Na+].[Cl:9][CH2:10][CH:11]1[C:19]2[C:18]3[CH:20]=[CH:21][C:22]([S:24](Cl)(=[O:26])=[O:25])=[CH:23][C:17]=3[C:16]([N+:28]([O-:30])=[O:29])=[CH:15][C:14]=2[N:13](C(=O)C(F)(F)F)[CH2:12]1.C([O-])([O-])=O.[Cs+].[Cs+]. (3) Given the product [C:8]1([C:14]2[CH:26]=[CH:25][C:17]([C:18]([OH:20])=[O:19])=[C:16]([NH:27][C:28]([C:30]3[CH:35]=[C:34]([C:36]4[CH:37]=[CH:38][CH:39]=[CH:40][CH:41]=4)[CH:33]=[CH:32][N:31]=3)=[O:29])[CH:15]=2)[CH:13]=[CH:12][CH:11]=[CH:10][CH:9]=1, predict the reactants needed to synthesize it. The reactants are: FC(F)(F)C(O)=O.[C:8]1([C:14]2[CH:26]=[CH:25][C:17]([C:18]([O:20]C(C)(C)C)=[O:19])=[C:16]([NH:27][C:28]([C:30]3[CH:35]=[C:34]([C:36]4[CH:41]=[CH:40][CH:39]=[CH:38][CH:37]=4)[CH:33]=[CH:32][N:31]=3)=[O:29])[CH:15]=2)[CH:13]=[CH:12][CH:11]=[CH:10][CH:9]=1. (4) Given the product [F:40][C:2]1([F:1])[O:6][C:5]2[CH:7]=[CH:8][C:9]([C:11]3([C:14]([NH:16][C@H:17]4[C:26]5[C:21](=[CH:22][C:23]([O:27][CH:28]([F:30])[F:29])=[CH:24][CH:25]=5)[O:20][C@@H:19]([C:31]5[CH:32]=[CH:33][C:34]([C:35]([NH:76][S:73]([CH3:72])(=[O:75])=[O:74])=[O:36])=[CH:38][CH:39]=5)[CH2:18]4)=[O:15])[CH2:13][CH2:12]3)=[CH:10][C:4]=2[O:3]1, predict the reactants needed to synthesize it. The reactants are: [F:1][C:2]1([F:40])[O:6][C:5]2[CH:7]=[CH:8][C:9]([C:11]3([C:14]([NH:16][C@H:17]4[C:26]5[C:21](=[CH:22][C:23]([O:27][CH:28]([F:30])[F:29])=[CH:24][CH:25]=5)[O:20][C@@H:19]([C:31]5[CH:39]=[CH:38][C:34]([C:35](O)=[O:36])=[CH:33][CH:32]=5)[CH2:18]4)=[O:15])[CH2:13][CH2:12]3)=[CH:10][C:4]=2[O:3]1.CN(C(ON1N=NC2C=CC=CC1=2)=[N+](C)C)C.[B-](F)(F)(F)F.C(N(CC)CC)C.[Cl-].[Li+].[CH3:72][S:73]([NH2:76])(=[O:75])=[O:74]. (5) Given the product [F:21][C:22]([F:40])([F:41])[C:23]1[CH:24]=[C:25]([C:33]2[CH:34]=[CH:35][C:36]([O:39][CH2:16][CH2:15][CH2:14][O:13][C:10]3[CH:9]=[CH:8][C:7]([CH2:6][C@H:5]([O:18][CH3:19])[C:4]([OH:3])=[O:20])=[CH:12][CH:11]=3)=[CH:37][CH:38]=2)[CH:26]=[C:27]([C:29]([F:32])([F:31])[F:30])[CH:28]=1, predict the reactants needed to synthesize it. The reactants are: C([O:3][C:4](=[O:20])[C@@H:5]([O:18][CH3:19])[CH2:6][C:7]1[CH:12]=[CH:11][C:10]([O:13][CH2:14][CH2:15][CH2:16]Br)=[CH:9][CH:8]=1)C.[F:21][C:22]([F:41])([F:40])[C:23]1[CH:24]=[C:25]([C:33]2[CH:38]=[CH:37][C:36]([OH:39])=[CH:35][CH:34]=2)[CH:26]=[C:27]([C:29]([F:32])([F:31])[F:30])[CH:28]=1.[OH-].[Na+]. (6) Given the product [ClH:1].[Cl:1][C:2]1[CH:10]=[C:9]2[C:5]([C:6]([C:15]([N:17]3[CH2:22][CH2:21][CH:20]([C:23]4[CH:28]=[CH:27][CH:26]=[CH:25][C:24]=4[F:29])[CH2:19][CH2:18]3)=[O:16])=[CH:7][N:8]2[CH2:11][C:12]([NH:40][CH2:39][CH2:38][NH:36][CH3:35])=[O:13])=[CH:4][CH:3]=1, predict the reactants needed to synthesize it. The reactants are: [Cl:1][C:2]1[CH:10]=[C:9]2[C:5]([C:6]([C:15]([N:17]3[CH2:22][CH2:21][CH:20]([C:23]4[CH:28]=[CH:27][CH:26]=[CH:25][C:24]=4[F:29])[CH2:19][CH2:18]3)=[O:16])=[CH:7][N:8]2[CH2:11][C:12](O)=[O:13])=[CH:4][CH:3]=1.C(O[C:35](=O)[N:36]([CH2:38][CH2:39][NH2:40])C)(C)(C)C.Cl. (7) Given the product [CH3:26][O:25][C:21](=[O:24])[CH2:22][CH2:23][N:8]1[C:7]2[CH:11]=[CH:12][CH:13]=[CH:14][C:6]=2[O:5][CH:4]([CH:1]([CH3:3])[CH3:2])[C:9]1=[O:10], predict the reactants needed to synthesize it. The reactants are: [CH:1]([CH:4]1[C:9](=[O:10])[NH:8][C:7]2[CH:11]=[CH:12][CH:13]=[CH:14][C:6]=2[O:5]1)([CH3:3])[CH3:2].C(=O)([O-])[O-].[K+].[K+].[C:21]([O:25][CH3:26])(=[O:24])[CH:22]=[CH2:23].O. (8) Given the product [CH:11]1([C:12]([N:51]2[CH2:52][CH2:53][N:48]([C:45]3[CH:46]=[CH:47][C:42]([C:39]4[CH:40]=[C:41]5[C:33]([C:31]6[CH:30]=[N:29][N:28]([CH2:27][C:26]7[CH:64]=[CH:65][CH:66]=[C:24]([F:23])[CH:25]=7)[CH:32]=6)=[CH:34][N:35]([S:54]([C:57]6[CH:63]=[CH:62][C:60]([CH3:61])=[CH:59][CH:58]=6)(=[O:56])=[O:55])[C:36]5=[N:37][CH:38]=4)=[CH:43][N:44]=3)[CH2:49][CH2:50]2)=[O:13])[CH2:17][CH2:16]1, predict the reactants needed to synthesize it. The reactants are: COC1C=CC(B2[O:13][C:12](C)(C)[C:11]([CH3:17])([CH3:16])O2)=CC=1CS(N)(=O)=O.[F:23][C:24]1[CH:25]=[C:26]([CH:64]=[CH:65][CH:66]=1)[CH2:27][N:28]1[CH:32]=[C:31]([C:33]2[C:41]3[C:36](=[N:37][CH:38]=[C:39]([C:42]4[CH:43]=[N:44][C:45]([N:48]5[CH2:53][CH2:52][NH:51][CH2:50][CH2:49]5)=[CH:46][CH:47]=4)[CH:40]=3)[N:35]([S:54]([C:57]3[CH:63]=[CH:62][C:60]([CH3:61])=[CH:59][CH:58]=3)(=[O:56])=[O:55])[CH:34]=2)[CH:30]=[N:29]1.FC1C=C(C=CC=1)CN1C=C(C2C3C(=NC=C(C4C=NC(N5CCN(C)CC5)=CC=4)C=3)NC=2)C=N1.C1(C(Cl)=O)CC1.C(N(CC)CC)C. (9) Given the product [CH2:27]([O:29][C:30](=[O:40])[CH2:31][C:32]1[CH:37]=[CH:36][C:35]([NH:38][C:22]([C:21]2[CH:25]=[C:17]([O:16][CH2:15][C:11]3[CH:12]=[CH:13][CH:14]=[C:9]([Cl:8])[CH:10]=3)[CH:18]=[CH:19][C:20]=2[CH3:26])=[O:23])=[C:34]([CH3:39])[CH:33]=1)[CH3:28], predict the reactants needed to synthesize it. The reactants are: C(N(CC)CC)C.[Cl:8][C:9]1[CH:10]=[C:11]([CH2:15][O:16][C:17]2[CH:18]=[CH:19][C:20]([CH3:26])=[C:21]([CH:25]=2)[C:22](Cl)=[O:23])[CH:12]=[CH:13][CH:14]=1.[CH2:27]([O:29][C:30](=[O:40])[CH2:31][C:32]1[CH:37]=[CH:36][C:35]([NH2:38])=[C:34]([CH3:39])[CH:33]=1)[CH3:28]. (10) The reactants are: [CH2:1]([O:3][C:4]1[C:16]2[C:15](=O)[O:14][C:13](=[O:18])[C:12]=2[C:11]([O:19][CH2:20][CH3:21])=[C:10]2[C:5]=1[CH:6]=[CH:7][CH:8]=[CH:9]2)[CH3:2].[NH2:22][C:23]1[CH:28]=[CH:27][C:26]([CH2:29][C:30]([O:32][CH2:33][CH3:34])=[O:31])=[CH:25][C:24]=1[Cl:35]. Given the product [CH2:20]([O:19][C:11]1[C:12]2[C:13](=[O:18])[N:22]([C:23]3[CH:28]=[CH:27][C:26]([CH2:29][C:30]([O:32][CH2:33][CH3:34])=[O:31])=[CH:25][C:24]=3[Cl:35])[C:15](=[O:14])[C:16]=2[C:4]([O:3][CH2:1][CH3:2])=[C:5]2[CH:6]=[CH:7][CH:8]=[CH:9][C:10]=12)[CH3:21], predict the reactants needed to synthesize it.